Dataset: Catalyst prediction with 721,799 reactions and 888 catalyst types from USPTO. Task: Predict which catalyst facilitates the given reaction. (1) Reactant: C(O[C:6](=[O:23])[CH2:7][C:8]([N:10]([C:16]1[CH:21]=[CH:20][C:19]([Cl:22])=[CH:18][CH:17]=1)[CH2:11][C:12]([F:15])([F:14])[F:13])=[O:9])(C)(C)C.O=P12OP3(OP(OP(O3)(O1)=O)(=O)O2)=O. Product: [Cl:22][C:19]1[CH:20]=[C:21]2[C:16](=[CH:17][CH:18]=1)[N:10]([CH2:11][C:12]([F:13])([F:14])[F:15])[C:8](=[O:9])[CH:7]=[C:6]2[OH:23]. The catalyst class is: 501. (2) The catalyst class is: 2. Reactant: Cl[C:2]1C=CC=C(C(OO)=O)C=1.[CH:12]([N:15]1[C:19](SC)=[N:18][N:17]=[C:16]1[C:22]1[CH:27]=[C:26]([CH:28]([CH3:30])[CH3:29])[C:25]([O:31][CH2:32][O:33][CH3:34])=[CH:24][C:23]=1[O:35][CH2:36][O:37][CH3:38])([CH3:14])[CH3:13].[S:39]([O-:43])([O-])(=[O:41])=S.[Na+].[Na+].C(=O)([O-])O.[Na+]. Product: [CH:12]([N:15]1[C:19]([S:39]([CH3:2])(=[O:43])=[O:41])=[N:18][N:17]=[C:16]1[C:22]1[CH:27]=[C:26]([CH:28]([CH3:29])[CH3:30])[C:25]([O:31][CH2:32][O:33][CH3:34])=[CH:24][C:23]=1[O:35][CH2:36][O:37][CH3:38])([CH3:13])[CH3:14]. (3) Reactant: [Cl:1][C:2]1(C)[C:14]([CH3:15])=[C:13]2[C:5]([CH2:6][CH2:7][C:8]3([O:12]2)[CH2:11][CH2:10][CH2:9]3)=[CH:4][CH:3]1[OH:16].Cl.[CH3:19][N:20]([CH2:22][C:23](Cl)=[O:24])[CH3:21].Cl[CH2:27]Cl. Product: [CH3:19][N:20]([CH2:22][C:23]([O:16][C:3]1[C:4]([CH3:27])=[C:5]2[C:13](=[C:14]([CH3:15])[C:2]=1[Cl:1])[O:12][C:8]1([CH2:11][CH2:10][CH2:9]1)[CH2:7][CH2:6]2)=[O:24])[CH3:21]. The catalyst class is: 13.